From a dataset of Forward reaction prediction with 1.9M reactions from USPTO patents (1976-2016). Predict the product of the given reaction. (1) Given the reactants [C:1]([Si:5]([CH3:28])([CH3:27])[O:6][C:7]1[CH:16]=[C:15]2[C:10]([C:11]([CH3:26])=[C:12]([CH2:18][O:19][CH2:20][CH2:21][Si:22]([CH3:25])([CH3:24])[CH3:23])[C:13](=[O:17])[O:14]2)=[CH:9][CH:8]=1)([CH3:4])([CH3:3])[CH3:2].CC(C[AlH]CC(C)C)C, predict the reaction product. The product is: [C:1]([Si:5]([CH3:28])([CH3:27])[O:6][C:7]1[CH:16]=[C:15]2[C:10]([C:11]([CH3:26])=[C:12]([CH2:18][O:19][CH2:20][CH2:21][Si:22]([CH3:23])([CH3:25])[CH3:24])[CH:13]([OH:17])[O:14]2)=[CH:9][CH:8]=1)([CH3:4])([CH3:3])[CH3:2]. (2) Given the reactants Br[C:2]1[C:3]2[N:4]([C:8]([C:11]3[CH:16]=[CH:15][C:14]([F:17])=[CH:13][CH:12]=3)=[N:9][CH:10]=2)[CH:5]=[CH:6][CH:7]=1.CCN([CH2:23][CH3:24])CC.[C]=[O:26].[CH2:27]([OH:29])C, predict the reaction product. The product is: [CH2:23]([O:26][C:27]([C:2]1[C:3]2[N:4]([C:8]([C:11]3[CH:16]=[CH:15][C:14]([F:17])=[CH:13][CH:12]=3)=[N:9][CH:10]=2)[CH:5]=[CH:6][CH:7]=1)=[O:29])[CH3:24]. (3) Given the reactants [NH2:1][C:2]1[N:7]=[CH:6][C:5]([C:8]#[C:9][C:10]2[C:11]([CH2:26][CH3:27])=[N:12][CH:13]=[CH:14][C:15]=2[C:16]2[CH:24]=[CH:23][C:19]([C:20]([OH:22])=O)=[C:18]([Cl:25])[CH:17]=2)=[CH:4][CH:3]=1.[CH2:28]([N:30]1[CH2:35][CH2:34][NH:33][CH2:32][CH2:31]1)[CH3:29].C(Cl)CCl.C1C=CC2N(O)N=NC=2C=1.CCN(C(C)C)C(C)C, predict the reaction product. The product is: [NH2:1][C:2]1[N:7]=[CH:6][C:5]([C:8]#[C:9][C:10]2[C:11]([CH2:26][CH3:27])=[N:12][CH:13]=[CH:14][C:15]=2[C:16]2[CH:24]=[CH:23][C:19]([C:20]([N:33]3[CH2:34][CH2:35][N:30]([CH2:28][CH3:29])[CH2:31][CH2:32]3)=[O:22])=[C:18]([Cl:25])[CH:17]=2)=[CH:4][CH:3]=1. (4) Given the reactants [NH:1]1[CH2:6][CH2:5][CH:4]([O:7][CH:8]2[CH2:13][CH2:12][N:11]([C:14]([O:16][C:17]([CH3:20])([CH3:19])[CH3:18])=[O:15])[CH2:10][CH2:9]2)[CH2:3][CH2:2]1.Cl[C:22]1[CH:27]=[CH:26][C:25]([C:28]#[N:29])=[CH:24][N:23]=1.C(=O)([O-])[O-].[K+].[K+], predict the reaction product. The product is: [C:28]([C:25]1[CH:26]=[CH:27][C:22]([N:1]2[CH2:2][CH2:3][CH:4]([O:7][CH:8]3[CH2:9][CH2:10][N:11]([C:14]([O:16][C:17]([CH3:20])([CH3:19])[CH3:18])=[O:15])[CH2:12][CH2:13]3)[CH2:5][CH2:6]2)=[N:23][CH:24]=1)#[N:29]. (5) Given the reactants C([O:8][CH2:9][C:10]1([CH2:21][N:22]2[C:26]3[CH:27]=[C:28]([C:31]#[N:32])[CH:29]=[CH:30][C:25]=3[N:24]=[CH:23]2)[CH2:20][CH2:19][CH2:18][C:12]2([O:16][C:15](=[O:17])[NH:14][CH2:13]2)[CH2:11]1)C1C=CC=CC=1.Br.[OH-].[Na+], predict the reaction product. The product is: [OH:8][CH2:9][C@:10]1([CH2:21][N:22]2[C:26]3[CH:27]=[C:28]([C:31]#[N:32])[CH:29]=[CH:30][C:25]=3[N:24]=[CH:23]2)[CH2:20][CH2:19][CH2:18][C@:12]2([O:16][C:15](=[O:17])[NH:14][CH2:13]2)[CH2:11]1. (6) Given the reactants [CH3:1][S:2]([C:5]1[CH:6]=[C:7]2[C:11](=[CH:12][CH:13]=1)[N:10]([CH2:14][C:15]1[CH:20]=[CH:19][C:18]([CH:21]3[CH2:26][CH2:25][N:24](C(OC(C)(C)C)=O)[CH2:23][CH2:22]3)=[CH:17][N:16]=1)[CH:9]=[CH:8]2)(=[O:4])=[O:3].FC(F)(F)C(O)=O.C(=O)([O-])[O-].[K+].[K+].Br[C:48]1[N:53]=[CH:52][C:51]([CH2:54][CH3:55])=[CH:50][N:49]=1, predict the reaction product. The product is: [CH2:54]([C:51]1[CH:50]=[N:49][C:48]([N:24]2[CH2:25][CH2:26][CH:21]([C:18]3[CH:19]=[CH:20][C:15]([CH2:14][N:10]4[C:11]5[C:7](=[CH:6][C:5]([S:2]([CH3:1])(=[O:4])=[O:3])=[CH:13][CH:12]=5)[CH:8]=[CH:9]4)=[N:16][CH:17]=3)[CH2:22][CH2:23]2)=[N:53][CH:52]=1)[CH3:55]. (7) Given the reactants [OH-].[Li+].[C:3]1([CH2:9][CH2:10][CH2:11][NH:12][C:13]2[N:23]=[CH:22][CH:21]=[CH:20][C:14]=2[C:15]([O:17]CC)=[O:16])[CH:8]=[CH:7][CH:6]=[CH:5][CH:4]=1, predict the reaction product. The product is: [C:3]1([CH2:9][CH2:10][CH2:11][NH:12][C:13]2[N:23]=[CH:22][CH:21]=[CH:20][C:14]=2[C:15]([OH:17])=[O:16])[CH:8]=[CH:7][CH:6]=[CH:5][CH:4]=1. (8) The product is: [CH3:25][C:26]1[CH:27]=[C:28]([CH:31]=[CH:32][CH:33]=1)[CH2:29][N:16]([C:13]1[CH:12]=[CH:11][C:10]([C:7]2[CH:8]=[CH:9][C:4]([O:3][C:2]([F:23])([F:24])[F:1])=[CH:5][CH:6]=2)=[CH:15][CH:14]=1)[C:17](=[O:22])[C:18]([O:20][CH3:21])=[O:19]. Given the reactants [F:1][C:2]([F:24])([F:23])[O:3][C:4]1[CH:9]=[CH:8][C:7]([C:10]2[CH:15]=[CH:14][C:13]([NH:16][C:17](=[O:22])[C:18]([O:20][CH3:21])=[O:19])=[CH:12][CH:11]=2)=[CH:6][CH:5]=1.[CH3:25][C:26]1[CH:27]=[C:28]([CH:31]=[CH:32][CH:33]=1)[CH2:29]Br.C(=O)([O-])[O-].[K+].[K+].C1OCCOCCOCCOCCOCCOC1, predict the reaction product.